From a dataset of Forward reaction prediction with 1.9M reactions from USPTO patents (1976-2016). Predict the product of the given reaction. (1) Given the reactants [Cl:1][C:2]1[CH:3]=[N:4][CH:5]=[C:6]([Cl:20])[C:7]=1[S:8][C:9]1[S:13][C:12]([C:14]([OH:16])=O)=[CH:11][C:10]=1[N+:17]([O-:19])=[O:18].[CH3:21][O:22][C:23]1[CH:24]=[C:25]([CH:28]=[CH:29][C:30]=1[O:31][CH3:32])[CH2:26][NH2:27], predict the reaction product. The product is: [Cl:20][C:6]1[CH:5]=[N:4][CH:3]=[C:2]([Cl:1])[C:7]=1[S:8][C:9]1[S:13][C:12]([C:14]([NH:27][CH2:26][C:25]2[CH:28]=[CH:29][C:30]([O:31][CH3:32])=[C:23]([O:22][CH3:21])[CH:24]=2)=[O:16])=[CH:11][C:10]=1[N+:17]([O-:19])=[O:18]. (2) Given the reactants COC(C1N=C2C(C(F)(F)F)=CC([N+]([O-])=O)=CN2C=1Cl)=O.[CH3:22][O:23][C:24]([C:26]1[N:27]=[C:28]2[C:33]([C:34]([F:37])([F:36])[F:35])=[CH:32][C:31]([Br:38])=[CH:30][N:29]2[CH:39]=1)=[O:25].[Br:40]N1C(=O)CCC1=O, predict the reaction product. The product is: [CH3:22][O:23][C:24]([C:26]1[N:27]=[C:28]2[C:33]([C:34]([F:37])([F:36])[F:35])=[CH:32][C:31]([Br:38])=[CH:30][N:29]2[C:39]=1[Br:40])=[O:25]. (3) Given the reactants Cl.[CH3:2][O:3][C:4](=[O:30])[C@@H:5]([NH:8][C:9]([C:11]1[C:12]([CH3:29])=[N:13][C:14]([NH:18][CH2:19][CH2:20][CH2:21][C:22]2[CH:27]=[CH:26][CH:25]=[C:24]([OH:28])[CH:23]=2)=[N:15][C:16]=1[CH3:17])=[O:10])[CH2:6][NH2:7].[CH3:31][C:32]1[CH:36]=[CH:35][S:34][C:33]=1[C:37](O)=[O:38].C(N(CC)CC)C.CN(C(ON1N=NC2C=CC=CC1=2)=[N+](C)C)C.F[P-](F)(F)(F)(F)F.C1C=CC2N(O)N=NC=2C=1, predict the reaction product. The product is: [CH3:2][O:3][C:4](=[O:30])[C@@H:5]([NH:8][C:9]([C:11]1[C:12]([CH3:29])=[N:13][C:14]([NH:18][CH2:19][CH2:20][CH2:21][C:22]2[CH:27]=[CH:26][CH:25]=[C:24]([OH:28])[CH:23]=2)=[N:15][C:16]=1[CH3:17])=[O:10])[CH2:6][NH:7][C:37]([C:33]1[S:34][CH:35]=[CH:36][C:32]=1[CH3:31])=[O:38]. (4) Given the reactants [Br:1][C:2]1[CH:7]=[C:6](F)[CH:5]=[C:4]([Cl:9])[CH:3]=1.[CH2:10]([OH:17])[C:11]1[CH:16]=[CH:15][CH:14]=[CH:13][CH:12]=1.[H-].[Na+].Cl, predict the reaction product. The product is: [CH2:10]([O:17][C:6]1[CH:5]=[C:4]([Cl:9])[CH:3]=[C:2]([Br:1])[CH:7]=1)[C:11]1[CH:16]=[CH:15][CH:14]=[CH:13][CH:12]=1. (5) Given the reactants C(OC([C:6]1[C:7](=[O:26])[N:8]([CH2:18][C:19]2[CH:24]=[CH:23][C:22]([F:25])=[CH:21][CH:20]=2)[C@@H:9]2[C@H:14]([C:15]=1[OH:16])[C@@H:13]1[CH2:17][C@H:10]2[CH2:11][CH2:12]1)=O)C.S(=O)(=O)(O)O, predict the reaction product. The product is: [F:25][C:22]1[CH:21]=[CH:20][C:19]([CH2:18][N:8]2[C:7](=[O:26])[CH:6]=[C:15]([OH:16])[C@H:14]3[C@@H:9]2[C@H:10]2[CH2:17][C@@H:13]3[CH2:12][CH2:11]2)=[CH:24][CH:23]=1. (6) Given the reactants [C:1]([C:4]1([NH:10][C:11]([C:13]2[CH:14]=[N:15][N:16]3[C:21]([C:22]4[CH:27]=[CH:26][C:25]([Cl:28])=[CH:24][CH:23]=4)=[C:20]([C:29]4[CH:34]=[CH:33][CH:32]=[CH:31][C:30]=4[Cl:35])[CH:19]=[N:18][C:17]=23)=[O:12])[CH2:9][CH2:8][CH2:7][CH2:6][CH2:5]1)(O)=[O:2].Cl.CN.O.O[N:41]1[C:45]2C=CC=CC=2N=N1.Cl.CN(C)CCCN=C=NCC.C(=O)([O-])O.[Na+], predict the reaction product. The product is: [Cl:35][C:30]1[CH:31]=[CH:32][CH:33]=[CH:34][C:29]=1[C:20]1[CH:19]=[N:18][C:17]2[N:16]([N:15]=[CH:14][C:13]=2[C:11](=[O:12])[NH:10][C:4]2([C:1](=[O:2])[NH:41][CH3:45])[CH2:9][CH2:8][CH2:7][CH2:6][CH2:5]2)[C:21]=1[C:22]1[CH:23]=[CH:24][C:25]([Cl:28])=[CH:26][CH:27]=1. (7) Given the reactants [Cl:1][C:2]1[N:7]=[CH:6][C:5]([C:8](Cl)=[O:9])=[CH:4][CH:3]=1.[NH2:11][C:12]1[CH:13]=[CH:14][C:15]([CH3:31])=[C:16]([NH:18][C:19]([C:21]2[CH:22]=[C:23]3[C:28](=[CH:29][CH:30]=2)[N:27]=[CH:26][CH:25]=[CH:24]3)=[O:20])[CH:17]=1, predict the reaction product. The product is: [Cl:1][C:2]1[N:7]=[CH:6][C:5]([C:8]([NH:11][C:12]2[CH:13]=[CH:14][C:15]([CH3:31])=[C:16]([NH:18][C:19]([C:21]3[CH:22]=[C:23]4[C:28](=[CH:29][CH:30]=3)[N:27]=[CH:26][CH:25]=[CH:24]4)=[O:20])[CH:17]=2)=[O:9])=[CH:4][CH:3]=1.